From a dataset of Reaction yield outcomes from USPTO patents with 853,638 reactions. Predict the reaction yield, written as a fraction of the theoretical maximum amount of product (1.0 means a 100% yield; for example, 0.34 means a 34% yield). (1) The yield is 1.00. The reactants are C[O:2][C:3]([CH:5]1[CH2:10][N:9]([C:11]([O:13][C:14]([CH3:17])([CH3:16])[CH3:15])=[O:12])[CH:8]([C:18]([O:20][C:21]([CH3:24])([CH3:23])[CH3:22])=[O:19])[CH2:7][CH2:6]1)=[O:4].O.[OH-].[Na+].Cl. The product is [C:14]([O:13][C:11]([N:9]1[CH:8]([C:18]([O:20][C:21]([CH3:24])([CH3:23])[CH3:22])=[O:19])[CH2:7][CH2:6][CH:5]([C:3]([OH:4])=[O:2])[CH2:10]1)=[O:12])([CH3:17])([CH3:15])[CH3:16]. The catalyst is C1COCC1. (2) The reactants are [C:1]([C:5]1[CH:9]=[C:8]([NH:10][C:11]2[CH:19]=[C:18](F)[CH:17]=[CH:16][C:12]=2[C:13]([OH:15])=[O:14])[N:7]([C:21]2[CH:26]=[CH:25][CH:24]=[CH:23][C:22]=2[CH3:27])[N:6]=1)([CH3:4])([CH3:3])[CH3:2].[Li][N:29]([CH3:31])[CH3:30]. The catalyst is C1COCC1. The product is [C:1]([C:5]1[CH:9]=[C:8]([NH:10][C:11]2[CH:19]=[C:18]([N:29]([CH3:31])[CH3:30])[CH:17]=[CH:16][C:12]=2[C:13]([OH:15])=[O:14])[N:7]([C:21]2[CH:26]=[CH:25][CH:24]=[CH:23][C:22]=2[CH3:27])[N:6]=1)([CH3:4])([CH3:3])[CH3:2]. The yield is 0.150. (3) The reactants are [CH2:1]([O:3][C:4]1[CH:25]=[CH:24][CH:23]=[CH:22][C:5]=1[O:6][C@@H:7]1[CH2:12][CH2:11][CH2:10][N:9]([C:13]2[N:18]=[CH:17][C:16]([C:19]([OH:21])=O)=[CH:15][N:14]=2)[CH2:8]1)[CH3:2].C(N(CC)CC)C.ON1C2C=CC=CC=2N=N1.Cl.CN(C)CCCN=C=NCC.[NH2:55][C@@H:56]([C:58]1[CH:59]=[C:60]([CH:65]=[CH:66][CH:67]=1)[C:61]([O:63][CH3:64])=[O:62])[CH3:57]. The catalyst is CN(C=O)C.O. The product is [CH2:1]([O:3][C:4]1[CH:25]=[CH:24][CH:23]=[CH:22][C:5]=1[O:6][C@@H:7]1[CH2:12][CH2:11][CH2:10][N:9]([C:13]2[N:18]=[CH:17][C:16]([C:19]([NH:55][C@@H:56]([C:58]3[CH:59]=[C:60]([CH:65]=[CH:66][CH:67]=3)[C:61]([O:63][CH3:64])=[O:62])[CH3:57])=[O:21])=[CH:15][N:14]=2)[CH2:8]1)[CH3:2]. The yield is 0.760. (4) The yield is 0.800. The catalyst is C(O)=O. The product is [Cl:1][C:2]1[CH:3]=[C:4]2[C:12](=[C:13]([NH:17][C:25]([C:24]3[C:19]([CH3:18])=[N:20][CH:21]=[N:22][CH:23]=3)=[O:26])[C:14]=1[O:15][CH3:16])[NH:11][C:10]1[CH:9]=[N:8][CH:7]=[CH:6][C:5]2=1. The reactants are [Cl:1][C:2]1[CH:3]=[C:4]2[C:12](=[C:13]([NH2:17])[C:14]=1[O:15][CH3:16])[NH:11][C:10]1[CH:9]=[N:8][CH:7]=[CH:6][C:5]2=1.[CH3:18][C:19]1[C:24]([C:25](O)=[O:26])=[CH:23][N:22]=[CH:21][N:20]=1. (5) The reactants are N(C(OCC)=O)=NC(OCC)=O.[O:13]1[CH2:18][CH2:17][N:16]([CH2:19]/[CH:20]=[CH:21]/[CH2:22][OH:23])[CH2:15][CH2:14]1.[Cl:24][C:25]1[CH:44]=[CH:43][C:28]([NH:29][C:30]2[C:39]3[C:34](=[CH:35][C:36](O)=[C:37]([O:40][CH3:41])[CH:38]=3)[N:33]=[CH:32][N:31]=2)=[C:27]([F:45])[CH:26]=1.C1(P(C2C=CC=CC=2)C2C=CC=CC=2)C=CC=CC=1. The catalyst is C(Cl)Cl. The product is [ClH:24].[Cl:24][C:25]1[CH:44]=[CH:43][C:28]([NH:29][C:30]2[C:39]3[C:34](=[CH:35][C:36]([O:23][CH2:22]/[CH:21]=[CH:20]/[CH2:19][N:16]4[CH2:17][CH2:18][O:13][CH2:14][CH2:15]4)=[C:37]([O:40][CH3:41])[CH:38]=3)[N:33]=[CH:32][N:31]=2)=[C:27]([F:45])[CH:26]=1. The yield is 0.450.